Dataset: Forward reaction prediction with 1.9M reactions from USPTO patents (1976-2016). Task: Predict the product of the given reaction. (1) Given the reactants Br[C:2]1[CH:3]=[C:4]([CH2:8][NH:9][S:10]([CH3:13])(=[O:12])=[O:11])[CH:5]=[N:6][CH:7]=1.[CH3:14][N:15]1[C:23]2[C:18](=[CH:19][CH:20]=[CH:21][CH:22]=2)[CH:17]=[C:16]1B(O)O, predict the reaction product. The product is: [CH3:14][N:15]1[C:23]2[C:18](=[CH:19][CH:20]=[CH:21][CH:22]=2)[CH:17]=[C:16]1[C:2]1[CH:3]=[C:4]([CH2:8][NH:9][S:10]([CH3:13])(=[O:12])=[O:11])[CH:5]=[N:6][CH:7]=1. (2) Given the reactants [F:1][C:2]1[CH:3]=[C:4]([CH:9]2[C:17]3[O:16][C:15](=O)[NH:14][C:13](=[O:19])[C:12]=3[CH2:11][CH2:10]2)[CH:5]=[C:6]([F:8])[CH:7]=1.[OH-].[NH4+:21], predict the reaction product. The product is: [F:1][C:2]1[CH:3]=[C:4]([CH:9]2[C:17]3[NH:21][C:15](=[O:16])[NH:14][C:13](=[O:19])[C:12]=3[CH2:11][CH2:10]2)[CH:5]=[C:6]([F:8])[CH:7]=1. (3) Given the reactants [C:1](Cl)(=[O:5])[C:2](Cl)=[O:3].[N:7]1([CH:15]2[CH2:22][CH2:21][CH2:20][CH2:19][CH2:18][CH2:17][CH2:16]2)[CH2:14]CCCCCN1.C(#[N:25])C, predict the reaction product. The product is: [CH2:22]([CH:15]1[N:7]2[C:1](=[O:5])[C:2](=[O:3])[N:25]=[C:14]2[CH2:17][CH2:16]1)[CH2:21][CH2:20][CH2:19][CH3:18]. (4) Given the reactants [NH2:1][C:2]1[NH:6][N:5]=[C:4]([C:7]([O:9]C)=O)[N:3]=1.C(O)C.[CH3:14][NH2:15], predict the reaction product. The product is: [NH2:1][C:2]1[NH:6][N:5]=[C:4]([C:7]([NH:15][CH3:14])=[O:9])[N:3]=1. (5) Given the reactants [OH:1][C:2]1[CH:3]=[C:4]([CH:8]=[C:9]([OH:11])[CH:10]=1)[C:5]([OH:7])=[O:6].[Cl:12]N1C(=O)CCC1=O.O, predict the reaction product. The product is: [Cl:12][C:10]1[C:2]([OH:1])=[CH:3][C:4]([C:5]([OH:7])=[O:6])=[CH:8][C:9]=1[OH:11].